This data is from Catalyst prediction with 721,799 reactions and 888 catalyst types from USPTO. The task is: Predict which catalyst facilitates the given reaction. Reactant: [NH:1]1[CH:5]=[C:4]([C:6]2[CH:24]=[CH:23][CH:22]=[CH:21][C:7]=2[O:8][CH2:9][CH2:10][C:11]2[CH:20]=[CH:19][CH:18]=[CH:17][C:12]=2[C:13]([O:15]C)=O)[N:3]=[CH:2]1.[CH3:25][NH2:26]. Product: [NH:1]1[CH:5]=[C:4]([C:6]2[CH:24]=[CH:23][CH:22]=[CH:21][C:7]=2[O:8][CH2:9][CH2:10][C:11]2[CH:20]=[CH:19][CH:18]=[CH:17][C:12]=2[C:13]([NH:26][CH3:25])=[O:15])[N:3]=[CH:2]1. The catalyst class is: 5.